This data is from Reaction yield outcomes from USPTO patents with 853,638 reactions. The task is: Predict the reaction yield, written as a fraction of the theoretical maximum amount of product (1.0 means a 100% yield; for example, 0.34 means a 34% yield). (1) The yield is 0.220. The product is [C:17]([CH:19]([CH2:1][C:2]1[CH:7]=[CH:6][CH:5]=[CH:4][CH:3]=1)[C:20]([O:22][CH2:23][CH3:24])=[O:21])#[N:18]. The reactants are [CH:1](=O)[C:2]1[CH:7]=[CH:6][CH:5]=[CH:4][CH:3]=1.N1CCCC1C(O)=O.[C:17]([CH2:19][C:20]([O:22][CH2:23][CH3:24])=[O:21])#[N:18].C1(N)C(N)=CC=CC=1. The catalyst is C(O)C. (2) The reactants are [Cl:1][C:2]1[CH:7]=[CH:6][C:5]([CH2:8][CH2:9][C:10]([OH:12])=[O:11])=[CH:4][CH:3]=1.[C:13](Cl)(=O)C. The catalyst is CO. The product is [Cl:1][C:2]1[CH:3]=[CH:4][C:5]([CH2:8][CH2:9][C:10]([O:12][CH3:13])=[O:11])=[CH:6][CH:7]=1. The yield is 1.00. (3) The reactants are C(Cl)CCl.[F:5][C:6]1[CH:7]=[CH:8][C:9]([NH:12][NH2:13])=[N:10][CH:11]=1.[C:14]([O:18][C:19]([N:21]1[CH2:26][CH2:25][CH:24]([C:27](O)=[O:28])[CH2:23][CH2:22]1)=[O:20])([CH3:17])([CH3:16])[CH3:15].C1C=CC2N(O)N=NC=2C=1. The catalyst is C(Cl)Cl. The product is [C:14]([O:18][C:19]([N:21]1[CH2:26][CH2:25][CH:24]([C:27]([NH:13][NH:12][C:9]2[CH:8]=[CH:7][C:6]([F:5])=[CH:11][N:10]=2)=[O:28])[CH2:23][CH2:22]1)=[O:20])([CH3:17])([CH3:16])[CH3:15]. The yield is 0.820.